From a dataset of Reaction yield outcomes from USPTO patents with 853,638 reactions. Predict the reaction yield, written as a fraction of the theoretical maximum amount of product (1.0 means a 100% yield; for example, 0.34 means a 34% yield). (1) The reactants are [Br:1]Br.[OH:3][C:4]1[CH:5]=[C:6]2[C:11](=[CH:12][CH:13]=1)[CH:10]=[C:9]([C:14]1[C:18]3[CH:19]=[CH:20][C:21]([OH:23])=[CH:22][C:17]=3[O:16][N:15]=1)[CH:8]=[CH:7]2.O. The catalyst is C(O)(=O)C. The product is [Br:1][C:5]1[C:4]([OH:3])=[CH:13][CH:12]=[C:11]2[C:6]=1[CH:7]=[CH:8][C:9]([C:14]1[C:18]3[CH:19]=[CH:20][C:21]([OH:23])=[CH:22][C:17]=3[O:16][N:15]=1)=[CH:10]2. The yield is 0.530. (2) The reactants are [CH3:1][O:2][C:3]1[CH:4]=[C:5]([CH:20]=[CH:21][C:22]=1[O:23][CH3:24])[C:6]([N:8]1[C:17]2[C:12](=[CH:13][CH:14]=[CH:15][CH:16]=2)[C@H:11](O)[CH2:10][C@@H:9]1[CH3:19])=[O:7].[NH:25]1[C:34]2[C:29](=[CH:30][C:31]([NH:35][C:36](=[O:38])[CH3:37])=[CH:32][CH:33]=2)[CH2:28][CH2:27][CH2:26]1. The product is [CH3:1][O:2][C:3]1[CH:4]=[C:5]([CH:20]=[CH:21][C:22]=1[O:23][CH3:24])[C:6]([N:8]1[C:17]2[C:12](=[CH:13][CH:14]=[CH:15][CH:16]=2)[CH:11]([N:25]2[C:34]3[C:29](=[CH:30][C:31]([NH:35][C:36](=[O:38])[CH3:37])=[CH:32][CH:33]=3)[CH2:28][CH2:27][CH2:26]2)[CH2:10][CH:9]1[CH3:19])=[O:7]. No catalyst specified. The yield is 0.0700. (3) The reactants are Br[C:2]1[C:7]([CH3:8])=[CH:6][CH:5]=[CH:4][N:3]=1.C([O-])([O-])=O.[K+].[K+].N#N.[C:17]([O:21][C:22]([C:24]1[CH:25]=[C:26](B(O)O)[CH:27]=[CH:28][CH:29]=1)=[O:23])([CH3:20])([CH3:19])[CH3:18].C(Cl)Cl.CS(O)(=O)=O.[OH-].[Na+]. The catalyst is C1(C)C=CC=CC=1.C1C=CC(P(C2C=CC=CC=2)[C-]2C=CC=C2)=CC=1.C1C=CC(P(C2C=CC=CC=2)[C-]2C=CC=C2)=CC=1.Cl[Pd]Cl.[Fe+2].O. The product is [C:17]([O:21][C:22](=[O:23])[C:24]1[CH:25]=[CH:26][CH:27]=[C:28]([C:2]2[C:7]([CH3:8])=[CH:6][CH:5]=[CH:4][N:3]=2)[CH:29]=1)([CH3:20])([CH3:18])[CH3:19]. The yield is 0.820. (4) The reactants are [Cl:1][C:2]1[N:11]=[C:10](Cl)[C:9]2[C:4](=[CH:5][CH:6]=[CH:7][CH:8]=2)[N:3]=1.[CH3:13][O:14][C:15]1[CH:22]=[CH:21][C:18]([NH:19][CH3:20])=[CH:17][CH:16]=1. The catalyst is CC(O)C.Cl. The product is [ClH:1].[Cl:1][C:2]1[N:11]=[C:10]([N:19]([C:18]2[CH:21]=[CH:22][C:15]([O:14][CH3:13])=[CH:16][CH:17]=2)[CH3:20])[C:9]2[C:4](=[CH:5][CH:6]=[CH:7][CH:8]=2)[N:3]=1. The yield is 0.660. (5) The reactants are [CH3:1][C:2]1[C:6]([C:7]2[CH:8]=[C:9]3[C:13](=[C:14]([O:16][CH3:17])[CH:15]=2)[NH:12][C:11](=[O:18])[C:10]3=[O:19])=[C:5]([CH3:20])[O:4][N:3]=1.C1COCC1.[C:26]1([Mg]Br)[CH:31]=[CH:30][CH:29]=[CH:28][CH:27]=1.CC1CCCO1. The catalyst is CCOC(C)=O. The product is [CH3:1][C:2]1[C:6]([C:7]2[CH:8]=[C:9]3[C:13](=[C:14]([O:16][CH3:17])[CH:15]=2)[NH:12][C:11](=[O:18])[C:10]3([OH:19])[C:26]2[CH:31]=[CH:30][CH:29]=[CH:28][CH:27]=2)=[C:5]([CH3:20])[O:4][N:3]=1. The yield is 0.480. (6) The reactants are [Cl:1][C:2]1[CH:7]=[C:6](Cl)[N:5]=[C:4]2[N:9]([CH:13]([CH3:15])[CH3:14])[N:10]=[C:11]([CH3:12])[C:3]=12.[OH:16][C:17]1[CH:18]=[C:19](B(O)O)[CH:20]=[CH:21][CH:22]=1.C([O-])(O)=O.[Na+]. The catalyst is O1CCOCC1.O.C1C=CC([P]([Pd]([P](C2C=CC=CC=2)(C2C=CC=CC=2)C2C=CC=CC=2)([P](C2C=CC=CC=2)(C2C=CC=CC=2)C2C=CC=CC=2)[P](C2C=CC=CC=2)(C2C=CC=CC=2)C2C=CC=CC=2)(C2C=CC=CC=2)C2C=CC=CC=2)=CC=1. The product is [Cl:1][C:2]1[CH:7]=[C:6]([C:21]2[CH:22]=[C:17]([OH:16])[CH:18]=[CH:19][CH:20]=2)[N:5]=[C:4]2[N:9]([CH:13]([CH3:15])[CH3:14])[N:10]=[C:11]([CH3:12])[C:3]=12. The yield is 0.750.